Task: Predict the reaction yield, written as a fraction of the theoretical maximum amount of product (1.0 means a 100% yield; for example, 0.34 means a 34% yield).. Dataset: Reaction yield outcomes from USPTO patents with 853,638 reactions (1) The reactants are [O:1]=[C:2]1[C:11]2[CH:10]=[CH:9][CH:8]=[C:7]3[NH:12][CH:13]([C:21]4[CH:28]=[CH:27][C:24]([CH:25]=O)=[CH:23][CH:22]=4)[CH:14]([C:15]4[CH:20]=[CH:19][CH:18]=[CH:17][CH:16]=4)[C:5]([C:6]=23)=[N:4][NH:3]1.[BH4-].[Na+].[CH3:31][NH2:32]. No catalyst specified. The product is [CH3:31][NH:32][CH2:25][C:24]1[CH:23]=[CH:22][C:21]([CH:13]2[NH:12][C:7]3[C:6]4[C:5](=[N:4][NH:3][C:2](=[O:1])[C:11]=4[CH:10]=[CH:9][CH:8]=3)[CH:14]2[C:15]2[CH:20]=[CH:19][CH:18]=[CH:17][CH:16]=2)=[CH:28][CH:27]=1. The yield is 0.190. (2) The catalyst is ClCCl. The yield is 0.177. The reactants are COC1C=CC(C[N:8](CC2C=CC(OC)=CC=2)[C:9]2[N:14]=[C:13]([CH3:15])[N:12]=[C:11]([C:16]3[C:17]([NH:30][C:31]4[CH:32]=[CH:33][C:34]5[S:38][CH:37]=[N:36][C:35]=5[CH:39]=4)=[N:18][CH:19]=[C:20]([CH:22]([N:24]4[CH2:29][CH2:28][NH:27][CH2:26][CH2:25]4)[CH3:23])[CH:21]=3)[N:10]=2)=CC=1.C(N(CC)CC)C.[CH3:58][S:59](Cl)(=[O:61])=[O:60].FC(F)(F)C(O)=O.FC(F)(F)S(O)(=O)=O. The product is [NH2:8][C:9]1[N:14]=[C:13]([CH3:15])[N:12]=[C:11]([C:16]2[C:17]([NH:30][C:31]3[CH:32]=[CH:33][C:34]4[S:38][CH:37]=[N:36][C:35]=4[CH:39]=3)=[N:18][CH:19]=[C:20]([CH:22]([N:24]3[CH2:29][CH2:28][N:27]([S:59]([CH3:58])(=[O:61])=[O:60])[CH2:26][CH2:25]3)[CH3:23])[CH:21]=2)[N:10]=1. (3) The yield is 0.400. The product is [F:1][C:2]1[CH:7]=[CH:6][C:5]([CH:8]([C:10]2[N:19]=[C:18]([NH:20][C:21]3[CH:25]=[C:24]([CH3:26])[NH:23][N:22]=3)[C:17]3[C:12](=[CH:13][C:14]([C:27]([F:30])([F:28])[F:29])=[CH:15][CH:16]=3)[N:11]=2)[OH:9])=[CH:4][CH:3]=1. The catalyst is O.CO.C1COCC1. The reactants are [F:1][C:2]1[CH:7]=[CH:6][C:5]([C:8]([C:10]2[N:19]=[C:18]([NH:20][C:21]3[CH:25]=[C:24]([CH3:26])[NH:23][N:22]=3)[C:17]3[C:12](=[CH:13][C:14]([C:27]([F:30])([F:29])[F:28])=[CH:15][CH:16]=3)[N:11]=2)=[O:9])=[CH:4][CH:3]=1.[BH4-].[Na+]. (4) The reactants are [CH:1]1([N:7]2[C:11](=[O:12])[CH2:10][CH:9]([C:13](O)=[O:14])[CH2:8]2)[CH2:6][CH2:5][CH2:4][CH2:3][CH2:2]1.B.C1COCC1. The catalyst is C(Cl)Cl. The product is [CH:1]1([N:7]2[CH2:8][CH:9]([CH2:13][OH:14])[CH2:10][C:11]2=[O:12])[CH2:6][CH2:5][CH2:4][CH2:3][CH2:2]1. The yield is 0.650. (5) The reactants are CN(C)[CH:3]=[O:4].P(Cl)(Cl)(Cl)=O.[CH2:11]([O:13][C:14]([N:16]1[CH:25]=[CH:24][C:23]2[C:18](=[CH:19][C:20]([O:30][CH3:31])=[C:21]([O:26][C:27](=[O:29])[CH3:28])[CH:22]=2)[CH:17]1[CH2:32][C:33]1[CH:38]=[CH:37][CH:36]=[C:35]([O:39][CH2:40][CH3:41])[CH:34]=1)=[O:15])[CH3:12].C([O-])(=O)C.[K+]. The catalyst is ClCCl.O.C(OCC)(=O)C.CCCCCC. The product is [CH2:11]([O:13][C:14]([N:16]1[CH:25]=[C:24]([CH:3]=[O:4])[C:23]2[C:18](=[CH:19][C:20]([O:30][CH3:31])=[C:21]([O:26][C:27](=[O:29])[CH3:28])[CH:22]=2)[CH:17]1[CH2:32][C:33]1[CH:38]=[CH:37][CH:36]=[C:35]([O:39][CH2:40][CH3:41])[CH:34]=1)=[O:15])[CH3:12]. The yield is 0.250. (6) The reactants are Br[C:2]1[CH:3]=[C:4]([N:13]([CH2:20][CH3:21])[CH:14]2[CH2:19][CH2:18][O:17][CH2:16][CH2:15]2)[C:5]([CH3:12])=[C:6]([CH:11]=1)[C:7]([O:9][CH3:10])=[O:8].[C:22]([CH:24]1[CH2:29][CH2:28][N:27]([C:30]([O:32][C:33]([CH3:36])([CH3:35])[CH3:34])=[O:31])[CH2:26][CH2:25]1)#[CH:23].C(N(CC)CC)C. The catalyst is CN(C=O)C.[Cu]I.C1C=CC([P]([Pd]([P](C2C=CC=CC=2)(C2C=CC=CC=2)C2C=CC=CC=2)([P](C2C=CC=CC=2)(C2C=CC=CC=2)C2C=CC=CC=2)[P](C2C=CC=CC=2)(C2C=CC=CC=2)C2C=CC=CC=2)(C2C=CC=CC=2)C2C=CC=CC=2)=CC=1. The product is [CH2:20]([N:13]([CH:14]1[CH2:19][CH2:18][O:17][CH2:16][CH2:15]1)[C:4]1[CH:3]=[C:2]([C:23]#[C:22][CH:24]2[CH2:25][CH2:26][N:27]([C:30]([O:32][C:33]([CH3:36])([CH3:35])[CH3:34])=[O:31])[CH2:28][CH2:29]2)[CH:11]=[C:6]([C:7]([O:9][CH3:10])=[O:8])[C:5]=1[CH3:12])[CH3:21]. The yield is 0.980.